From a dataset of NCI-60 drug combinations with 297,098 pairs across 59 cell lines. Regression. Given two drug SMILES strings and cell line genomic features, predict the synergy score measuring deviation from expected non-interaction effect. (1) Drug 1: CS(=O)(=O)CCNCC1=CC=C(O1)C2=CC3=C(C=C2)N=CN=C3NC4=CC(=C(C=C4)OCC5=CC(=CC=C5)F)Cl. Drug 2: CCC1(CC2CC(C3=C(CCN(C2)C1)C4=CC=CC=C4N3)(C5=C(C=C6C(=C5)C78CCN9C7C(C=CC9)(C(C(C8N6C)(C(=O)OC)O)OC(=O)C)CC)OC)C(=O)OC)O.OS(=O)(=O)O. Cell line: MDA-MB-435. Synergy scores: CSS=42.9, Synergy_ZIP=0.830, Synergy_Bliss=0.114, Synergy_Loewe=-13.1, Synergy_HSA=2.60. (2) Drug 2: CCCCC(=O)OCC(=O)C1(CC(C2=C(C1)C(=C3C(=C2O)C(=O)C4=C(C3=O)C=CC=C4OC)O)OC5CC(C(C(O5)C)O)NC(=O)C(F)(F)F)O. Synergy scores: CSS=51.2, Synergy_ZIP=-1.11, Synergy_Bliss=-2.89, Synergy_Loewe=-4.03, Synergy_HSA=-3.93. Drug 1: CCC1(CC2CC(C3=C(CCN(C2)C1)C4=CC=CC=C4N3)(C5=C(C=C6C(=C5)C78CCN9C7C(C=CC9)(C(C(C8N6C)(C(=O)OC)O)OC(=O)C)CC)OC)C(=O)OC)O.OS(=O)(=O)O. Cell line: UACC62. (3) Drug 1: CC12CCC3C(C1CCC2=O)CC(=C)C4=CC(=O)C=CC34C. Drug 2: C1=CC(=CC=C1CCCC(=O)O)N(CCCl)CCCl. Cell line: TK-10. Synergy scores: CSS=44.4, Synergy_ZIP=6.18, Synergy_Bliss=7.30, Synergy_Loewe=8.56, Synergy_HSA=8.77. (4) Drug 1: CN1C(=O)N2C=NC(=C2N=N1)C(=O)N. Drug 2: C1=NC2=C(N=C(N=C2N1C3C(C(C(O3)CO)O)F)Cl)N. Cell line: NCI-H460. Synergy scores: CSS=-1.10, Synergy_ZIP=0.803, Synergy_Bliss=-0.876, Synergy_Loewe=-1.20, Synergy_HSA=-2.07. (5) Drug 1: C1=NC2=C(N=C(N=C2N1C3C(C(C(O3)CO)O)O)F)N. Drug 2: CS(=O)(=O)CCNCC1=CC=C(O1)C2=CC3=C(C=C2)N=CN=C3NC4=CC(=C(C=C4)OCC5=CC(=CC=C5)F)Cl. Cell line: TK-10. Synergy scores: CSS=21.8, Synergy_ZIP=-11.2, Synergy_Bliss=-4.05, Synergy_Loewe=-11.7, Synergy_HSA=-3.49. (6) Drug 1: C1CCC(C(C1)N)N.C(=O)(C(=O)[O-])[O-].[Pt+4]. Drug 2: COCCOC1=C(C=C2C(=C1)C(=NC=N2)NC3=CC=CC(=C3)C#C)OCCOC.Cl. Cell line: SNB-75. Synergy scores: CSS=3.56, Synergy_ZIP=-1.96, Synergy_Bliss=0.946, Synergy_Loewe=0.775, Synergy_HSA=0.971. (7) Drug 1: CC12CCC3C(C1CCC2=O)CC(=C)C4=CC(=O)C=CC34C. Drug 2: C1=CN(C=N1)CC(O)(P(=O)(O)O)P(=O)(O)O. Cell line: HCT116. Synergy scores: CSS=2.29, Synergy_ZIP=-17.1, Synergy_Bliss=-35.5, Synergy_Loewe=-35.6, Synergy_HSA=-34.2.